Dataset: Peptide-MHC class I binding affinity with 185,985 pairs from IEDB/IMGT. Task: Regression. Given a peptide amino acid sequence and an MHC pseudo amino acid sequence, predict their binding affinity value. This is MHC class I binding data. (1) The peptide sequence is ACQGVGGPSHK. The MHC is HLA-A03:01 with pseudo-sequence HLA-A03:01. The binding affinity (normalized) is 0. (2) The peptide sequence is SPVMGVIGF. The MHC is HLA-A25:01 with pseudo-sequence HLA-A25:01. The binding affinity (normalized) is 0.0847. (3) The peptide sequence is EVIPYTPAM. The MHC is HLA-A31:01 with pseudo-sequence HLA-A31:01. The binding affinity (normalized) is 0.0847. (4) The peptide sequence is SVYGIYCTL. The MHC is Mamu-A2201 with pseudo-sequence Mamu-A2201. The binding affinity (normalized) is 0.158. (5) The binding affinity (normalized) is 0.0847. The MHC is HLA-B07:02 with pseudo-sequence HLA-B07:02. The peptide sequence is KLMPGSIYV. (6) The peptide sequence is LVASSGTLEFI. The MHC is HLA-A02:03 with pseudo-sequence HLA-A02:03. The binding affinity (normalized) is 0.395. (7) The peptide sequence is LAISAVYFK. The MHC is HLA-A11:01 with pseudo-sequence HLA-A11:01. The binding affinity (normalized) is 0.930.